Dataset: Forward reaction prediction with 1.9M reactions from USPTO patents (1976-2016). Task: Predict the product of the given reaction. (1) Given the reactants [CH3:1][C:2]([C:4]1[CH:9]=[CH:8][C:7]([Br:10])=[CH:6][CH:5]=1)=[O:3].[CH3:11][Mg+].[Br-], predict the reaction product. The product is: [Br:10][C:7]1[CH:8]=[CH:9][C:4]([C:2]([OH:3])([CH3:11])[CH3:1])=[CH:5][CH:6]=1. (2) Given the reactants [OH-].[Li+].C[O:4][C:5]([C:7]1[CH:12]=[CH:11][C:10]([CH2:13][CH2:14][CH:15](/[CH:28]=[CH:29]/[C:30]2[CH:35]=[CH:34][CH:33]=[CH:32][C:31]=2[O:36][CH2:37][CH2:38][CH2:39][N:40]2[CH2:44][CH2:43][CH2:42][C:41]2=[O:45])[CH2:16][CH2:17][C:18]2[CH:27]=[CH:26][C:21]([C:22]([O:24]C)=[O:23])=[CH:20][CH:19]=2)=[CH:9][CH:8]=1)=[O:6].Cl, predict the reaction product. The product is: [C:5]([C:7]1[CH:12]=[CH:11][C:10]([CH2:13][CH2:14][CH:15](/[CH:28]=[CH:29]/[C:30]2[CH:35]=[CH:34][CH:33]=[CH:32][C:31]=2[O:36][CH2:37][CH2:38][CH2:39][N:40]2[CH2:44][CH2:43][CH2:42][C:41]2=[O:45])[CH2:16][CH2:17][C:18]2[CH:27]=[CH:26][C:21]([C:22]([OH:24])=[O:23])=[CH:20][CH:19]=2)=[CH:9][CH:8]=1)([OH:6])=[O:4]. (3) Given the reactants [C:1]([O:4][C:5]1[CH:13]=[CH:12][C:11]([Cl:14])=[CH:10][C:6]=1[C:7]([OH:9])=O)(=[O:3])[CH3:2].[NH2:15][C:16]1[CH:17]=[C:18]([CH:22]=[CH:23][CH:24]=1)[C:19]([NH2:21])=[O:20], predict the reaction product. The product is: [C:1]([O:4][C:5]1[CH:13]=[CH:12][C:11]([Cl:14])=[CH:10][C:6]=1[C:7]([NH:15][C:16]1[CH:24]=[CH:23][CH:22]=[C:18]([C:19](=[O:20])[NH2:21])[CH:17]=1)=[O:9])(=[O:3])[CH3:2]. (4) Given the reactants [CH3:1][O:2][C:3](=[O:26])[CH2:4][C@H:5]1[C:9]2[CH:10]=[CH:11][C:12]([O:14][C@H:15]3[C:23]4[C:18](=[C:19]([OH:25])[CH:20]=[CH:21][C:22]=4[F:24])[CH2:17][CH2:16]3)=[CH:13][C:8]=2[O:7][CH2:6]1.[CH3:27][C:28]1[CH:33]=[CH:32][CH:31]=[C:30]([CH3:34])[C:29]=1B(O)O, predict the reaction product. The product is: [CH3:1][O:2][C:3](=[O:26])[CH2:4][C@H:5]1[C:9]2[CH:10]=[CH:11][C:12]([O:14][C@H:15]3[C:23]4[C:18](=[C:19]([O:25][C:29]5[C:30]([CH3:34])=[CH:31][CH:32]=[CH:33][C:28]=5[CH3:27])[CH:20]=[CH:21][C:22]=4[F:24])[CH2:17][CH2:16]3)=[CH:13][C:8]=2[O:7][CH2:6]1. (5) Given the reactants [CH2:1]([O:3][C:4](=[O:24])[C:5]1[CH:10]=[CH:9][C:8]([N:11]2[C:19]3[C:14](=[CH:15][C:16]([OH:21])=[C:17]([Cl:20])[CH:18]=3)[C:13]([C:22]#[N:23])=[CH:12]2)=[CH:7][CH:6]=1)[CH3:2].N1C=CC=CC=1.[F:31][C:32]([F:45])([F:44])[S:33](O[S:33]([C:32]([F:45])([F:44])[F:31])(=[O:35])=[O:34])(=[O:35])=[O:34].Cl, predict the reaction product. The product is: [CH2:1]([O:3][C:4](=[O:24])[C:5]1[CH:6]=[CH:7][C:8]([N:11]2[C:19]3[C:14](=[CH:15][C:16]([O:21][S:33]([C:32]([F:45])([F:44])[F:31])(=[O:35])=[O:34])=[C:17]([Cl:20])[CH:18]=3)[C:13]([C:22]#[N:23])=[CH:12]2)=[CH:9][CH:10]=1)[CH3:2].